Dataset: NCI-60 drug combinations with 297,098 pairs across 59 cell lines. Task: Regression. Given two drug SMILES strings and cell line genomic features, predict the synergy score measuring deviation from expected non-interaction effect. (1) Drug 1: CC1OCC2C(O1)C(C(C(O2)OC3C4COC(=O)C4C(C5=CC6=C(C=C35)OCO6)C7=CC(=C(C(=C7)OC)O)OC)O)O. Drug 2: COC1=NC(=NC2=C1N=CN2C3C(C(C(O3)CO)O)O)N. Cell line: UO-31. Synergy scores: CSS=13.7, Synergy_ZIP=-3.70, Synergy_Bliss=-0.304, Synergy_Loewe=-25.6, Synergy_HSA=1.13. (2) Drug 1: C1CC(=O)NC(=O)C1N2CC3=C(C2=O)C=CC=C3N. Drug 2: CN(CCCl)CCCl.Cl. Cell line: NCI-H226. Synergy scores: CSS=13.1, Synergy_ZIP=1.74, Synergy_Bliss=8.22, Synergy_Loewe=4.11, Synergy_HSA=5.52.